From a dataset of Full USPTO retrosynthesis dataset with 1.9M reactions from patents (1976-2016). Predict the reactants needed to synthesize the given product. Given the product [C:13]1([CH:11]([OH:12])[CH2:10][CH2:9][CH2:8][CH:7]([C:1]2[CH:6]=[CH:5][CH:4]=[CH:3][CH:2]=2)[OH:19])[CH:14]=[CH:15][CH:16]=[CH:17][CH:18]=1, predict the reactants needed to synthesize it. The reactants are: [C:1]1([C:7](=[O:19])[CH2:8][CH2:9][CH2:10][C:11]([C:13]2[CH:18]=[CH:17][CH:16]=[CH:15][CH:14]=2)=[O:12])[CH:6]=[CH:5][CH:4]=[CH:3][CH:2]=1.[H-].[H-].[H-].[H-].[Li+].[Al+3].O1CCCC1.O.